Task: Regression. Given two drug SMILES strings and cell line genomic features, predict the synergy score measuring deviation from expected non-interaction effect.. Dataset: NCI-60 drug combinations with 297,098 pairs across 59 cell lines (1) Drug 1: CNC(=O)C1=CC=CC=C1SC2=CC3=C(C=C2)C(=NN3)C=CC4=CC=CC=N4. Drug 2: C1C(C(OC1N2C=C(C(=O)NC2=O)F)CO)O. Cell line: MOLT-4. Synergy scores: CSS=55.8, Synergy_ZIP=-2.06, Synergy_Bliss=-2.17, Synergy_Loewe=-9.18, Synergy_HSA=-0.267. (2) Drug 1: CN1CCC(CC1)COC2=C(C=C3C(=C2)N=CN=C3NC4=C(C=C(C=C4)Br)F)OC. Drug 2: C1CC(=O)NC(=O)C1N2CC3=C(C2=O)C=CC=C3N. Cell line: NCI/ADR-RES. Synergy scores: CSS=6.15, Synergy_ZIP=-2.76, Synergy_Bliss=-2.09, Synergy_Loewe=-2.49, Synergy_HSA=-0.751. (3) Drug 1: CC1=C(C(=CC=C1)Cl)NC(=O)C2=CN=C(S2)NC3=CC(=NC(=N3)C)N4CCN(CC4)CCO. Drug 2: C1C(C(OC1N2C=NC(=NC2=O)N)CO)O. Cell line: NCI-H322M. Synergy scores: CSS=3.35, Synergy_ZIP=-0.851, Synergy_Bliss=-0.0894, Synergy_Loewe=0.385, Synergy_HSA=0.659. (4) Drug 1: CCC1(CC2CC(C3=C(CCN(C2)C1)C4=CC=CC=C4N3)(C5=C(C=C6C(=C5)C78CCN9C7C(C=CC9)(C(C(C8N6C)(C(=O)OC)O)OC(=O)C)CC)OC)C(=O)OC)O.OS(=O)(=O)O. Drug 2: CCCCCOC(=O)NC1=NC(=O)N(C=C1F)C2C(C(C(O2)C)O)O. Cell line: OVCAR3. Synergy scores: CSS=1.50, Synergy_ZIP=3.69, Synergy_Bliss=1.48, Synergy_Loewe=2.75, Synergy_HSA=-2.01. (5) Drug 1: C1C(C(OC1N2C=C(C(=O)NC2=O)F)CO)O. Drug 2: CC1CCC2CC(C(=CC=CC=CC(CC(C(=O)C(C(C(=CC(C(=O)CC(OC(=O)C3CCCCN3C(=O)C(=O)C1(O2)O)C(C)CC4CCC(C(C4)OC)OCCO)C)C)O)OC)C)C)C)OC. Cell line: MCF7. Synergy scores: CSS=8.72, Synergy_ZIP=-2.19, Synergy_Bliss=0.774, Synergy_Loewe=-0.677, Synergy_HSA=0.416. (6) Drug 1: CC1C(C(=O)NC(C(=O)N2CCCC2C(=O)N(CC(=O)N(C(C(=O)O1)C(C)C)C)C)C(C)C)NC(=O)C3=C4C(=C(C=C3)C)OC5=C(C(=O)C(=C(C5=N4)C(=O)NC6C(OC(=O)C(N(C(=O)CN(C(=O)C7CCCN7C(=O)C(NC6=O)C(C)C)C)C)C(C)C)C)N)C. Drug 2: C1=NC2=C(N=C(N=C2N1C3C(C(C(O3)CO)O)F)Cl)N. Cell line: K-562. Synergy scores: CSS=11.1, Synergy_ZIP=-1.25, Synergy_Bliss=3.01, Synergy_Loewe=-16.1, Synergy_HSA=-8.57.